Dataset: Full USPTO retrosynthesis dataset with 1.9M reactions from patents (1976-2016). Task: Predict the reactants needed to synthesize the given product. (1) Given the product [NH2:15][C@@H:14]1[CH2:13][C:12]([CH2:18][O:19][C:20]2[CH:21]=[CH:22][C:23]([C:24]#[N:25])=[CH:26][CH:27]=2)=[C:11]([C:28]2[CH:29]=[N:30][CH:31]=[CH:32][CH:33]=2)[CH2:10][C@H:9]1[C:3]1[CH:4]=[CH:5][C:6]([Cl:8])=[CH:7][C:2]=1[Cl:1], predict the reactants needed to synthesize it. The reactants are: [Cl:1][C:2]1[CH:7]=[C:6]([Cl:8])[CH:5]=[CH:4][C:3]=1[C@H:9]1[C@H:14]([N+:15]([O-])=O)[CH2:13][C:12]([CH2:18][O:19][C:20]2[CH:27]=[CH:26][C:23]([C:24]#[N:25])=[CH:22][CH:21]=2)=[C:11]([C:28]2[CH:29]=[N:30][CH:31]=[CH:32][CH:33]=2)[CH2:10]1. (2) The reactants are: [C:1]([Cl:6])(=O)[C:2](Cl)=[O:3].OC1C(=O)[N:10]([CH2:21][CH2:22][O:23][CH3:24])[S:11](=[O:20])(=[O:19])[C:12]=1[C:13]1[CH:18]=[CH:17][CH:16]=[CH:15][CH:14]=1. Given the product [Cl:6][C:1]1[C:2](=[O:3])[N:10]([CH2:21][CH2:22][O:23][CH3:24])[S:11](=[O:19])(=[O:20])[C:12]=1[C:13]1[CH:18]=[CH:17][CH:16]=[CH:15][CH:14]=1, predict the reactants needed to synthesize it. (3) The reactants are: [NH2:1][C:2]1[C:7]([C:8]#[N:9])=[C:6]([C:10]2[CH:15]=[CH:14][C:13]([O:16][CH2:17][C@H:18]3[CH2:22][O:21]C(C)(C)[O:19]3)=[CH:12][CH:11]=2)[C:5]([C:25]#[N:26])=[C:4]([S:27][CH2:28][C:29]2[N:30]=[C:31]([C:34]3[CH:39]=[CH:38][C:37]([Cl:40])=[CH:36][CH:35]=3)[O:32][CH:33]=2)[N:3]=1.Cl. Given the product [NH2:1][C:2]1[C:7]([C:8]#[N:9])=[C:6]([C:10]2[CH:11]=[CH:12][C:13]([O:16][CH2:17][C@H:18]([OH:19])[CH2:22][OH:21])=[CH:14][CH:15]=2)[C:5]([C:25]#[N:26])=[C:4]([S:27][CH2:28][C:29]2[N:30]=[C:31]([C:34]3[CH:35]=[CH:36][C:37]([Cl:40])=[CH:38][CH:39]=3)[O:32][CH:33]=2)[N:3]=1, predict the reactants needed to synthesize it. (4) Given the product [N:14]1([C:3]([C:5]2[N:10]=[CH:9][C:8]([B:11]([OH:12])[OH:13])=[CH:7][CH:6]=2)=[O:4])[CH2:19][CH2:18][O:17][CH2:16][CH2:15]1, predict the reactants needed to synthesize it. The reactants are: CO[C:3]([C:5]1[N:10]=[CH:9][C:8]([B:11]([OH:13])[OH:12])=[CH:7][CH:6]=1)=[O:4].[NH:14]1[CH2:19][CH2:18][O:17][CH2:16][CH2:15]1. (5) Given the product [CH3:1][S:2]([O:5][CH2:6][C@H:7]1[CH2:18][CH2:17][C:16]2[S:15][C:14]3[N:13]=[CH:12][N:11]=[C:10]([O:19][CH:20]4[CH2:25][CH2:24][CH:23]([N:30]5[CH2:31][CH2:32][NH:27][C:28](=[O:33])[CH2:29]5)[CH2:22][CH2:21]4)[C:9]=3[C:8]1=2)(=[O:4])=[O:3], predict the reactants needed to synthesize it. The reactants are: [CH3:1][S:2]([O:5][CH2:6][C@H:7]1[CH2:18][CH2:17][C:16]2[S:15][C:14]3[N:13]=[CH:12][N:11]=[C:10]([O:19][CH:20]4[CH2:25][CH2:24][C:23](=O)[CH2:22][CH2:21]4)[C:9]=3[C:8]1=2)(=[O:4])=[O:3].[NH:27]1[CH2:32][CH2:31][NH:30][CH2:29][C:28]1=[O:33].C(O)(=O)C.[Na]BCC(O)=O.C(OOC(=O)C)(=O)C. (6) Given the product [C:14]([C:18]1[CH:19]=[CH:20][C:21]([O:24][C:5]2[N:13]=[CH:12][CH:11]=[CH:10][C:6]=2[C:7]([OH:9])=[O:8])=[CH:22][CH:23]=1)([CH3:17])([CH3:15])[CH3:16], predict the reactants needed to synthesize it. The reactants are: [Na].CO.Cl[C:5]1[N:13]=[CH:12][CH:11]=[CH:10][C:6]=1[C:7]([OH:9])=[O:8].[C:14]([C:18]1[CH:23]=[CH:22][C:21]([OH:24])=[CH:20][CH:19]=1)([CH3:17])([CH3:16])[CH3:15]. (7) Given the product [CH2:1]([O:3][C:4]1[CH:5]=[C:6]2[C:11](=[C:12]3[CH2:16][C:15]([CH3:18])([CH3:17])[O:14][C:13]=13)[C:10]([C:19]1[CH:24]=[CH:23][CH:22]=[CH:21][CH:20]=1)=[N:9][C:8]([CH2:25][NH:26][S:31]([CH3:30])(=[O:33])=[O:32])([CH3:27])[CH2:7]2)[CH3:2], predict the reactants needed to synthesize it. The reactants are: [CH2:1]([O:3][C:4]1[CH:5]=[C:6]2[C:11](=[C:12]3[CH2:16][C:15]([CH3:18])([CH3:17])[O:14][C:13]=13)[C:10]([C:19]1[CH:24]=[CH:23][CH:22]=[CH:21][CH:20]=1)=[N:9][C:8]([CH3:27])([CH2:25][NH2:26])[CH2:7]2)[CH3:2].[OH-].[Na+].[CH3:30][S:31](Cl)(=[O:33])=[O:32].O. (8) Given the product [F:11][C:10]1[CH:9]=[C:8]2[C:4]([C:5]([CH:12]=[O:13])=[CH:6][NH:7]2)=[CH:3][C:2]=1[C:22]1[CH:27]=[CH:26][C:25]([C:28]2([OH:32])[CH2:31][CH2:30][CH2:29]2)=[CH:24][CH:23]=1, predict the reactants needed to synthesize it. The reactants are: Br[C:2]1[CH:3]=[C:4]2[C:8](=[CH:9][C:10]=1[F:11])[NH:7][CH:6]=[C:5]2[CH:12]=[O:13].CC1(C)C(C)(C)OB([C:22]2[CH:27]=[CH:26][C:25]([C:28]3([OH:32])[CH2:31][CH2:30][CH2:29]3)=[CH:24][CH:23]=2)O1.C(=O)([O-])[O-].[K+].[K+].[NH4+].[Cl-]. (9) The reactants are: Cl[C:2]1[C:7]([C:8]#[N:9])=[C:6]([NH:10][CH2:11][CH2:12][OH:13])[N:5]=[C:4]([NH:14][CH2:15][CH2:16][OH:17])[N:3]=1.[CH3:18][S:19][C:20]1[CH:25]=[CH:24][CH:23]=[CH:22][C:21]=1[N:26]1[CH2:31][CH2:30][NH:29][CH2:28][CH2:27]1.C(N(C(C)C)C(C)C)C. Given the product [OH:17][CH2:16][CH2:15][NH:14][C:4]1[N:5]=[C:6]([NH:10][CH2:11][CH2:12][OH:13])[C:7]([C:8]#[N:9])=[C:2]([N:29]2[CH2:28][CH2:27][N:26]([C:21]3[CH:22]=[CH:23][CH:24]=[CH:25][C:20]=3[S:19][CH3:18])[CH2:31][CH2:30]2)[N:3]=1, predict the reactants needed to synthesize it. (10) Given the product [CH3:7][O:8][C:9]1[CH:10]=[C:11]2[C:16](=[CH:17][CH:18]=1)[N:15]1[CH2:19][CH2:20][NH:21][CH2:22][C@@H:14]1[CH2:13][CH2:12]2, predict the reactants needed to synthesize it. The reactants are: CC([O-])(C)C.[K+].[CH3:7][O:8][C:9]1[CH:10]=[C:11]2[C:16](=[CH:17][CH:18]=1)[N:15]1[CH2:19][CH2:20][N:21](C(=O)[C@@H](OC)C3C=CC=CC=3)[CH2:22][C@@H:14]1[CH2:13][CH2:12]2.